This data is from Reaction yield outcomes from USPTO patents with 853,638 reactions. The task is: Predict the reaction yield, written as a fraction of the theoretical maximum amount of product (1.0 means a 100% yield; for example, 0.34 means a 34% yield). (1) The reactants are [CH3:1][C:2]1[CH:21]=[CH:20][C:5]([C:6]([NH:8][C:9]2[S:10][C:11]3[CH:17]=[CH:16][C:15]([O:18][CH3:19])=[CH:14][C:12]=3[N:13]=2)=[O:7])=[CH:4][CH:3]=1.Br[CH:23]([CH2:28][CH3:29])[C:24]([O:26]C)=[O:25].CC1C=CC(C(NC2SC3C=C(C)C=CC=3N=2)=O)=CC=1.BrC(CC)C(OCC)=O. No catalyst specified. The product is [CH3:19][O:18][C:15]1[CH:16]=[CH:17][C:11]2[S:10][C:9](=[N:8][C:6](=[O:7])[C:5]3[CH:4]=[CH:3][C:2]([CH3:1])=[CH:21][CH:20]=3)[N:13]([CH:23]([CH2:28][CH3:29])[C:24]([OH:26])=[O:25])[C:12]=2[CH:14]=1. The yield is 0.790. (2) The reactants are [O:1]=[C:2]1[CH:11]=[CH:10][C:9]2[N:8]=[CH:7][C:6]([C:12]([O:14]C)=[O:13])=[CH:5][C:4]=2[N:3]1[CH2:16][CH:17]=[CH2:18].[OH-].[Na+].Cl. The catalyst is O1CCOCC1.O. The product is [O:1]=[C:2]1[CH:11]=[CH:10][C:9]2[N:8]=[CH:7][C:6]([C:12]([OH:14])=[O:13])=[CH:5][C:4]=2[N:3]1[CH2:16][CH:17]=[CH2:18]. The yield is 0.900. (3) The reactants are [CH3:1][O:2][C:3]1[C:12]2[CH2:13][NH:14][C:15](=[O:16])[C:11]=2[C:10]([O:17][CH2:18][C:19]2[CH:24]=[CH:23][C:22]([O:25][CH3:26])=[CH:21][CH:20]=2)=[C:9]2[C:4]=1[CH:5]=[CH:6][CH:7]=[N:8]2.[H-].[Na+].[F:29][C:30]([F:40])([F:39])[C:31]1[CH:38]=[CH:37][C:34]([CH2:35]Br)=[CH:33][CH:32]=1. The yield is 0.350. The catalyst is CN(C)C=O. The product is [CH3:1][O:2][C:3]1[C:12]2[CH2:13][N:14]([CH2:35][C:34]3[CH:33]=[CH:32][C:31]([C:30]([F:29])([F:39])[F:40])=[CH:38][CH:37]=3)[C:15](=[O:16])[C:11]=2[C:10]([O:17][CH2:18][C:19]2[CH:24]=[CH:23][C:22]([O:25][CH3:26])=[CH:21][CH:20]=2)=[C:9]2[C:4]=1[CH:5]=[CH:6][CH:7]=[N:8]2.